Dataset: Catalyst prediction with 721,799 reactions and 888 catalyst types from USPTO. Task: Predict which catalyst facilitates the given reaction. (1) Reactant: C[O:2][C:3](=[O:35])[CH2:4][C@H:5]1[CH2:10][CH2:9][C@H:8]([C:11]2[CH:34]=[CH:33][C:14]3[NH:15][C:16]([C:18]4[O:19][C:20]([NH:23][C:24]5[CH:29]=[C:28]([F:30])[C:27]([F:31])=[CH:26][C:25]=5[F:32])=[N:21][N:22]=4)=[N:17][C:13]=3[CH:12]=2)[CH2:7][CH2:6]1.O.[OH-].[Li+].O.CO. Product: [F:32][C:25]1[CH:26]=[C:27]([F:31])[C:28]([F:30])=[CH:29][C:24]=1[NH:23][C:20]1[O:19][C:18]([C:16]2[NH:15][C:14]3[CH:33]=[CH:34][C:11]([C@H:8]4[CH2:7][CH2:6][C@H:5]([CH2:4][C:3]([OH:35])=[O:2])[CH2:10][CH2:9]4)=[CH:12][C:13]=3[N:17]=2)=[N:22][N:21]=1. The catalyst class is: 1. (2) Reactant: C([O:8][C:9]1[C:14]([CH3:15])=[CH:13][CH:12]=[CH:11][C:10]=1[CH:16]([C:18]1[CH:23]=[CH:22][C:21]([O:24][CH3:25])=[CH:20][CH:19]=1)O)C1C=CC=CC=1.Cl. Product: [CH3:25][O:24][C:21]1[CH:22]=[CH:23][C:18]([CH2:16][C:10]2[CH:11]=[CH:12][CH:13]=[C:14]([CH3:15])[C:9]=2[OH:8])=[CH:19][CH:20]=1. The catalyst class is: 293. (3) Reactant: CN(C)[CH:3]([N:20]([CH3:22])C)[CH:4]([O:7][C:8]1[CH:16]=[C:15]([CH3:17])[C:11]2[S:12][CH:13]=[CH:14][C:10]=2[C:9]=1[CH2:18][CH3:19])[C:5]#[N:6].Cl.N[C:26]1[CH:31]=[CH:30]C=[CH:28][CH:27]=1.Cl.NC(N)=N.C[O-].[Na+].NC(N)=N. Product: [CH2:18]([C:9]1[C:10]2[CH:14]=[CH:13][S:12][C:11]=2[C:15]([CH3:17])=[CH:16][C:8]=1[O:7][C:4](=[CH:3][NH:20][C:22]1[CH:30]=[CH:31][CH:26]=[CH:27][CH:28]=1)[C:5]#[N:6])[CH3:19]. The catalyst class is: 8. (4) Reactant: [OH:1][C:2]1[C:3]2[S:20][CH:19]=[CH:18][C:4]=2[N:5]([CH3:17])[C:6](=[O:16])[C:7]=1[C:8]([NH:10][CH2:11][C:12]([O:14]C)=[O:13])=[O:9].Cl.NCC(OC)=O.OC1C2SC=CC=2N(C)C(=O)C=1C(OCC)=O. Product: [OH:1][C:2]1[C:3]2[S:20][CH:19]=[CH:18][C:4]=2[N:5]([CH3:17])[C:6](=[O:16])[C:7]=1[C:8]([NH:10][CH2:11][C:12]([OH:14])=[O:13])=[O:9]. The catalyst class is: 12. (5) Reactant: [Cl:1][C:2]1[CH:3]=[C:4]([NH:10][C@@H:11]([CH2:15][C:16]([O:18][C:19]([CH3:22])([CH3:21])[CH3:20])=[O:17])[C:12](O)=[O:13])[CH:5]=[CH:6][C:7]=1[C:8]#[N:9].C(C1NC=CN=1)(C1NC=CN=1)=O.C(=O)=O.[BH4-].[Na+].Cl. Product: [Cl:1][C:2]1[CH:3]=[C:4]([NH:10][C@H:11]([CH2:12][OH:13])[CH2:15][C:16]([O:18][C:19]([CH3:20])([CH3:22])[CH3:21])=[O:17])[CH:5]=[CH:6][C:7]=1[C:8]#[N:9]. The catalyst class is: 249. (6) Reactant: [H-].[Na+].C1(C(C2[C:16]([CH2:17][O:18][CH2:19][C:20]3[C:25](C4C(=CC=C(O)C=4)O)=[CH:24][CH:23]=[CH:22][CH:21]=3)=[CH:15][CH:14]=[CH:13][CH:12]=2)=CC(=CC=1)O)O.Cl[C:35]1[N:40]=[CH:39][C:38]([C:41](=[O:43])[CH3:42])=[CH:37][CH:36]=1.Cl.[OH2:45]. Product: [CH2:19]([O:18][C:17]1[CH:12]=[CH:13][C:14]([O:45][C:35]2[N:40]=[CH:39][C:38]([C:41](=[O:43])[CH3:42])=[CH:37][CH:36]=2)=[CH:15][CH:16]=1)[C:20]1[CH:21]=[CH:22][CH:23]=[CH:24][CH:25]=1. The catalyst class is: 3.